Dataset: Reaction yield outcomes from USPTO patents with 853,638 reactions. Task: Predict the reaction yield, written as a fraction of the theoretical maximum amount of product (1.0 means a 100% yield; for example, 0.34 means a 34% yield). (1) The reactants are [CH3:1][C:2]1[N:10]=[C:9]2[C:5]([N:6]=[CH:7][N:8]2C2CCCCO2)=[C:4]([C:17]2[C:18]([NH:23][C:24]3[CH:29]=[CH:28][C:27]([NH:30][C:31]([CH:33]4[CH2:35][CH2:34]4)=[O:32])=[CH:26][CH:25]=3)=[N:19][CH:20]=[CH:21][CH:22]=2)[N:3]=1.FC(F)(F)C(O)=O. The yield is 0.305. The catalyst is C(Cl)Cl. The product is [CH3:1][C:2]1[N:10]=[C:9]2[C:5]([N:6]=[CH:7][NH:8]2)=[C:4]([C:17]2[C:18]([NH:23][C:24]3[CH:29]=[CH:28][C:27]([NH:30][C:31]([CH:33]4[CH2:35][CH2:34]4)=[O:32])=[CH:26][CH:25]=3)=[N:19][CH:20]=[CH:21][CH:22]=2)[N:3]=1. (2) The reactants are [Br:1][C:2]1[C:10]2[C:9]([C:11]([O:13][CH2:14][CH3:15])=[O:12])=[CH:8][C:7](Br)=[N:6][C:5]=2[N:4]([CH:17]([CH3:19])[CH3:18])[N:3]=1.CC1(C)C(C)(C)OB([C:28]2[CH:40]=[CH:39][C:31]([CH2:32][N:33]3[CH2:38][CH2:37][O:36][CH2:35][CH2:34]3)=[CH:30][CH:29]=2)O1.C([O-])([O-])=O.[Na+].[Na+].CO.C(Cl)Cl. The catalyst is O1CCOCC1.C1C=CC([P]([Pd]([P](C2C=CC=CC=2)(C2C=CC=CC=2)C2C=CC=CC=2)([P](C2C=CC=CC=2)(C2C=CC=CC=2)C2C=CC=CC=2)[P](C2C=CC=CC=2)(C2C=CC=CC=2)C2C=CC=CC=2)(C2C=CC=CC=2)C2C=CC=CC=2)=CC=1. The product is [Br:1][C:2]1[C:10]2[C:9]([C:11]([O:13][CH2:14][CH3:15])=[O:12])=[CH:8][C:7]([C:28]3[CH:29]=[CH:30][C:31]([CH2:32][N:33]4[CH2:38][CH2:37][O:36][CH2:35][CH2:34]4)=[CH:39][CH:40]=3)=[N:6][C:5]=2[N:4]([CH:17]([CH3:19])[CH3:18])[N:3]=1. The yield is 0.671. (3) The reactants are [F:1][C:2]1[CH:3]=[CH:4][C:5]([N+:16]([O-])=O)=[C:6]([NH:8][C:9]2[S:10][CH:11]=[CH:12][C:13]=2[C:14]#[N:15])[CH:7]=1.O.O.[Sn](Cl)[Cl:22]. The catalyst is C(O)C.Cl. The product is [ClH:22].[F:1][C:2]1[CH:3]=[CH:4][C:5]2[N:16]=[C:14]([NH2:15])[C:13]3[CH:12]=[CH:11][S:10][C:9]=3[NH:8][C:6]=2[CH:7]=1. The yield is 0.830. (4) The reactants are [CH2:1]([N:3]([CH2:6][CH3:7])[CH2:4][CH3:5])[CH3:2].CSC(SC)=C[C:12]([C:14]1[CH:19]=[CH:18][CH:17]=[C:16]([C:20]([F:23])([F:22])[F:21])[CH:15]=1)=O.[OH2:26].[NH2:27][NH2:28].[CH2:29]([OH:31])[CH3:30]. No catalyst specified. The product is [O:31]=[C:29]1[C:30]2[C:16](=[CH:15][CH:14]=[CH:19][CH:18]=2)[C:17]2([CH2:5][CH2:4][N:3]([C:6]3[CH:7]=[C:12]([C:14]4[CH:19]=[CH:18][CH:17]=[C:16]([C:20]([F:21])([F:22])[F:23])[CH:15]=4)[NH:28][N:27]=3)[CH2:1][CH2:2]2)[O:26]1. The yield is 0.300. (5) The reactants are [NH2:1][CH2:2][CH2:3][CH2:4][C:5]1([C:22]2[CH:27]=[CH:26][CH:25]=[CH:24][CH:23]=2)[N:9]([C:10](=[O:14])[CH:11]([CH3:13])[CH3:12])[N:8]=[C:7]([C:15]2[CH:20]=[CH:19][CH:18]=[C:17]([F:21])[CH:16]=2)[S:6]1.[CH3:28][C:29]([CH3:31])=O.C(O[BH-](OC(=O)C)OC(=O)C)(=O)C.[Na+]. The catalyst is C(#N)C.C([O-])([O-])=O.[Na+].[Na+]. The product is [F:21][C:17]1[CH:16]=[C:15]([C:7]2[S:6][C:5]([CH2:4][CH2:3][CH2:2][NH:1][CH:29]([CH3:31])[CH3:28])([C:22]3[CH:27]=[CH:26][CH:25]=[CH:24][CH:23]=3)[N:9]([C:10](=[O:14])[CH:11]([CH3:13])[CH3:12])[N:8]=2)[CH:20]=[CH:19][CH:18]=1. The yield is 0.500. (6) The reactants are [Cl-].O[NH3+].[C:4](=[O:7])([O-])[OH:5].[Na+].[CH3:9][O:10][C:11]1[CH:16]=[CH:15][C:14]([C:17](=[O:45])[CH2:18][N:19]2[C:24](=[O:25])[CH:23]=[C:22]([CH2:26][CH2:27][CH3:28])[N:21]([CH2:29][C:30]3[CH:35]=[CH:34][C:33]([C:36]4[C:37]([C:42]#[N:43])=[CH:38][CH:39]=[CH:40][CH:41]=4)=[CH:32][CH:31]=3)[C:20]2=[O:44])=[CH:13][CH:12]=1.[N:46]12CCCN=C1CCCCC2. The catalyst is C(Cl)(Cl)Cl.C(Cl)Cl.CS(C)=O. The product is [CH3:9][O:10][C:11]1[CH:12]=[CH:13][C:14]([C:17](=[O:45])[CH2:18][N:19]2[C:24](=[O:25])[CH:23]=[C:22]([CH2:26][CH2:27][CH3:28])[N:21]([CH2:29][C:30]3[CH:31]=[CH:32][C:33]([C:36]4[CH:41]=[CH:40][CH:39]=[CH:38][C:37]=4[C:42]4[NH:46][C:4](=[O:7])[O:5][N:43]=4)=[CH:34][CH:35]=3)[C:20]2=[O:44])=[CH:15][CH:16]=1. The yield is 0.600.